From a dataset of Full USPTO retrosynthesis dataset with 1.9M reactions from patents (1976-2016). Predict the reactants needed to synthesize the given product. The reactants are: Cl.[NH2:2][C@H:3]1[CH2:8][CH2:7][C@H:6]([NH:9][C:10]([C:12]2[C:16]3=[N:17][CH:18]=[CH:19][C:20]([C:21]4[CH:26]=[C:25]([F:27])[C:24]([O:28][CH3:29])=[CH:23][C:22]=4[O:30][CH2:31][CH:32]4[CH2:34][CH2:33]4)=[C:15]3[NH:14][C:13]=2[CH3:35])=[O:11])[CH2:5][CH2:4]1.C([O:39][CH2:40][C:41](Cl)=[O:42])(=O)C. Given the product [CH:32]1([CH2:31][O:30][C:22]2[CH:23]=[C:24]([O:28][CH3:29])[C:25]([F:27])=[CH:26][C:21]=2[C:20]2[CH:19]=[CH:18][N:17]=[C:16]3[C:12]([C:10]([NH:9][C@H:6]4[CH2:7][CH2:8][C@H:3]([NH:2][C:40](=[O:39])[CH2:41][OH:42])[CH2:4][CH2:5]4)=[O:11])=[C:13]([CH3:35])[NH:14][C:15]=23)[CH2:33][CH2:34]1, predict the reactants needed to synthesize it.